Dataset: Reaction yield outcomes from USPTO patents with 853,638 reactions. Task: Predict the reaction yield, written as a fraction of the theoretical maximum amount of product (1.0 means a 100% yield; for example, 0.34 means a 34% yield). (1) The reactants are [Cl:1][C:2]1[CH:7]=[CH:6][C:5]([C:8]2[CH:13]=[CH:12][C:11]([CH3:14])=[C:10]([CH2:15][C:16]([OH:18])=O)[CH:9]=2)=[CH:4][CH:3]=1.S(Cl)([Cl:21])=O. No catalyst specified. The product is [Cl:1][C:2]1[CH:7]=[CH:6][C:5]([C:8]2[CH:13]=[CH:12][C:11]([CH3:14])=[C:10]([CH2:15][C:16]([Cl:21])=[O:18])[CH:9]=2)=[CH:4][CH:3]=1. The yield is 1.00. (2) The reactants are [NH2:1][CH:2]([CH2:18][C:19]1[CH:24]=[CH:23][CH:22]=[C:21]([O:25][C:26]([F:31])([F:30])[CH:27]([F:29])[F:28])[CH:20]=1)[CH:3]([C:5]1[CH:10]=[CH:9][C:8]([O:11][C:12]2[CH:17]=[CH:16][CH:15]=[CH:14][CH:13]=2)=[CH:7][CH:6]=1)[OH:4].[C:32]1([C:43](O)=[O:44])[CH:33]=[CH:34][CH:35]=[C:36]2[CH2:42][CH2:41][CH2:40][CH:39]=[CH:38][C:37]=12.Cl.C(N=C=NCCCN(C)C)C.ON1C2C=CC=CC=2N=N1. The catalyst is C(#N)C.O. The product is [OH:4][CH:3]([C:5]1[CH:6]=[CH:7][C:8]([O:11][C:12]2[CH:13]=[CH:14][CH:15]=[CH:16][CH:17]=2)=[CH:9][CH:10]=1)[CH:2]([NH:1][C:43]([C:32]1[CH:33]=[CH:34][CH:35]=[C:36]2[CH2:42][CH2:41][CH2:40][CH:39]=[CH:38][C:37]=12)=[O:44])[CH2:18][C:19]1[CH:24]=[CH:23][CH:22]=[C:21]([O:25][C:26]([F:30])([F:31])[CH:27]([F:28])[F:29])[CH:20]=1. The yield is 0.680. (3) The product is [NH2:14][CH2:15][CH2:16][NH:17][C:18]([CH:20]1[CH2:25][CH2:24][CH2:23][N:22]([C:26]2[CH:31]=[C:30]([C:32]3[CH:37]=[CH:36][CH:35]=[CH:34][C:33]=3[OH:38])[N:29]=[C:28]([NH:39][C:40]([C:42]3[O:43][CH:44]=[CH:45][CH:46]=3)=[O:41])[C:27]=2[C:47]#[N:48])[CH2:21]1)=[O:19]. The catalyst is C(Cl)(Cl)Cl. The yield is 0.430. The reactants are C(OCC)(=O)C.Cl.C(OC(=O)[NH:14][CH2:15][CH2:16][NH:17][C:18]([CH:20]1[CH2:25][CH2:24][CH2:23][N:22]([C:26]2[CH:31]=[C:30]([C:32]3[CH:37]=[CH:36][CH:35]=[CH:34][C:33]=3[OH:38])[N:29]=[C:28]([NH:39][C:40]([C:42]3[O:43][CH:44]=[CH:45][CH:46]=3)=[O:41])[C:27]=2[C:47]#[N:48])[CH2:21]1)=[O:19])(C)(C)C. (4) The reactants are C[Si]([N:5]=[C:6]=[O:7])(C)C.[CH3:8][O:9][C:10]1[CH:19]=[C:18]([O:20][CH3:21])[CH:17]=[C:16]2[C:11]=1[C:12](=[O:35])[NH:13][C:14]([C:22]1[C:27]([NH:28][CH:29]3[CH2:34][CH2:33][NH:32][CH2:31][CH2:30]3)=[CH:26][CH:25]=[CH:24][N:23]=1)=[N:15]2.C(N(CC)CC)C. The catalyst is C1COCC1. The product is [CH3:8][O:9][C:10]1[CH:19]=[C:18]([O:20][CH3:21])[CH:17]=[C:16]2[C:11]=1[C:12](=[O:35])[NH:13][C:14]([C:22]1[C:27]([NH:28][CH:29]3[CH2:34][CH2:33][N:32]([C:6]([NH2:5])=[O:7])[CH2:31][CH2:30]3)=[CH:26][CH:25]=[CH:24][N:23]=1)=[N:15]2. The yield is 0.450. (5) No catalyst specified. The reactants are [NH2:1][CH:2]([C:7]1[CH:12]=[CH:11][C:10]([Cl:13])=[CH:9][CH:8]=1)[C:3](OC)=[O:4].[NH3:14]. The yield is 0.860. The product is [NH2:1][CH:2]([C:7]1[CH:12]=[CH:11][C:10]([Cl:13])=[CH:9][CH:8]=1)[C:3]([NH2:14])=[O:4]. (6) The yield is 1.00. The reactants are C(OC(=O)[NH:7][CH:8]1[CH2:13][CH2:12][N:11]([C:14]2[S:18][N:17]=[C:16]([CH3:19])[N:15]=2)[CH2:10][CH2:9]1)(C)(C)C.[ClH:21]. The catalyst is C(Cl)Cl.C(OCC)C. The product is [ClH:21].[ClH:21].[CH3:19][C:16]1[N:15]=[C:14]([N:11]2[CH2:10][CH2:9][CH:8]([NH2:7])[CH2:13][CH2:12]2)[S:18][N:17]=1. (7) The reactants are Cl[C:2]1[CH:11]=[C:10]2[C:5]([CH:6]=[C:7]([C:14]3[CH:15]=[CH:16][C:17]([F:21])=[C:18]([CH:20]=3)[NH2:19])[C:8]([CH2:12][CH3:13])=[N:9]2)=[CH:4][N:3]=1.[C:22]([NH2:25])(=[O:24])[CH3:23].[O-]P([O-])([O-])=O.[K+].[K+].[K+].CC(P(C(C)(C)C)C1N(C2C(C3C=CC=CC=3)=NN(C3C=CC=CC=3)C=2C2C=CC=CC=2)N=CC=1)(C)C. The catalyst is O1CCOCC1.C1C=CC(/C=C/C(/C=C/C2C=CC=CC=2)=O)=CC=1.C1C=CC(/C=C/C(/C=C/C2C=CC=CC=2)=O)=CC=1.C1C=CC(/C=C/C(/C=C/C2C=CC=CC=2)=O)=CC=1.[Pd].[Pd]. The product is [NH2:19][C:18]1[CH:20]=[C:14]([C:7]2[C:8]([CH2:12][CH3:13])=[N:9][C:10]3[C:5]([CH:6]=2)=[CH:4][N:3]=[C:2]([NH:25][C:22](=[O:24])[CH3:23])[CH:11]=3)[CH:15]=[CH:16][C:17]=1[F:21]. The yield is 0.370.